This data is from Peptide-MHC class I binding affinity with 185,985 pairs from IEDB/IMGT. The task is: Regression. Given a peptide amino acid sequence and an MHC pseudo amino acid sequence, predict their binding affinity value. This is MHC class I binding data. (1) The MHC is HLA-A68:02 with pseudo-sequence HLA-A68:02. The binding affinity (normalized) is 0.337. The peptide sequence is SMSQELAELL. (2) The binding affinity (normalized) is 0.0847. The MHC is HLA-B58:01 with pseudo-sequence HLA-B58:01. The peptide sequence is CTELKLSDY. (3) The peptide sequence is SAAIAGLFG. The MHC is HLA-A24:02 with pseudo-sequence HLA-A24:02. The binding affinity (normalized) is 0. (4) The peptide sequence is MVFQHFHLF. The MHC is HLA-A29:02 with pseudo-sequence HLA-A29:02. The binding affinity (normalized) is 0.808. (5) The peptide sequence is QMPLGSMNT. The MHC is Mamu-A01 with pseudo-sequence Mamu-A01. The binding affinity (normalized) is 0.